The task is: Predict the product of the given reaction.. This data is from Forward reaction prediction with 1.9M reactions from USPTO patents (1976-2016). (1) Given the reactants C1(P(C2C=CC=CC=2)C2C=CC=CC=2)C=CC=CC=1.[Br:20]Br.[Br:22][C:23]1[CH:28]=[CH:27][C:26]([C@:29]([NH:38][C@H:39]([C:45]([NH:47][C@H:48]([C:70]([NH2:72])=[O:71])[CH2:49][S:50][C:51]([C:64]2[CH:69]=[CH:68][CH:67]=[CH:66][CH:65]=2)([C:58]2[CH:63]=[CH:62][CH:61]=[CH:60][CH:59]=2)[C:52]2[CH:57]=[CH:56][CH:55]=[CH:54][CH:53]=2)=[O:46])[CH2:40][C:41]([F:44])([CH3:43])[CH3:42])([C:34]([F:37])([F:36])[F:35])[C:30]#[C:31][CH2:32]O)=[CH:25][CH:24]=1, predict the reaction product. The product is: [Br:20][CH2:32][C:31]#[C:30][C@:29]([NH:38][C@H:39]([C:45]([NH:47][C@H:48]([C:70]([NH2:72])=[O:71])[CH2:49][S:50][C:51]([C:52]1[CH:53]=[CH:54][CH:55]=[CH:56][CH:57]=1)([C:64]1[CH:69]=[CH:68][CH:67]=[CH:66][CH:65]=1)[C:58]1[CH:63]=[CH:62][CH:61]=[CH:60][CH:59]=1)=[O:46])[CH2:40][C:41]([F:44])([CH3:43])[CH3:42])([C:26]1[CH:27]=[CH:28][C:23]([Br:22])=[CH:24][CH:25]=1)[C:34]([F:35])([F:36])[F:37]. (2) Given the reactants [N:1]1[CH:6]=[CH:5][CH:4]=[C:3]([C:7]([OH:9])=O)[N:2]=1.CN(C(ON1N=NC2C=CC=NC1=2)=[N+](C)C)C.F[P-](F)(F)(F)(F)F.[CH:34]1[C:42]2[N:41]3[C:43]([C@@H:46]4[C@H:50]([CH3:51])[CH2:49][C@H:48]([NH2:52])[CH2:47]4)=[CH:44][N:45]=[C:40]3[CH:39]=[N:38][C:37]=2[NH:36][CH:35]=1, predict the reaction product. The product is: [CH:34]1[C:42]2[N:41]3[C:43]([C@@H:46]4[C@@H:50]([CH3:51])[CH2:49][C@H:48]([NH:52][C:7]([C:3]5[N:2]=[N:1][CH:6]=[CH:5][CH:4]=5)=[O:9])[CH2:47]4)=[CH:44][N:45]=[C:40]3[CH:39]=[N:38][C:37]=2[NH:36][CH:35]=1. (3) Given the reactants [CH3:1][O:2][C:3]1[CH:4]=[C:5](Cl)[CH:6]=[CH:7][CH:8]=1.[C:10]([C:13]1[CH:18]=[CH:17][CH:16]=[CH:15][CH:14]=1)(=[O:12])[CH3:11].P, predict the reaction product. The product is: [O:2]([C:3]1[CH:4]=[C:5]([CH2:11][C:10]([C:13]2[CH:18]=[CH:17][CH:16]=[CH:15][CH:14]=2)=[O:12])[CH:6]=[CH:7][CH:8]=1)[CH3:1]. (4) Given the reactants Cl.[NH:2]1[CH2:7][CH2:6][C:5](=[CH:8][C:9]2[CH:10]=[C:11]([CH:23]=[CH:24][CH:25]=2)[O:12][C:13]2[CH:18]=[CH:17][C:16]([C:19]([F:22])([F:21])[F:20])=[CH:15][N:14]=2)[CH2:4][CH2:3]1.[N:26]1[CH:31]=[CH:30][CH:29]=[C:28]([NH:32][C:33](=O)[O:34]C2C=CC=CC=2)[N:27]=1.C(N(C(C)C)CC)(C)C, predict the reaction product. The product is: [N:26]1[CH:31]=[CH:30][CH:29]=[C:28]([NH:32][C:33]([N:2]2[CH2:7][CH2:6][C:5](=[CH:8][C:9]3[CH:25]=[CH:24][CH:23]=[C:11]([O:12][C:13]4[CH:18]=[CH:17][C:16]([C:19]([F:22])([F:20])[F:21])=[CH:15][N:14]=4)[CH:10]=3)[CH2:4][CH2:3]2)=[O:34])[N:27]=1.